This data is from Reaction yield outcomes from USPTO patents with 853,638 reactions. The task is: Predict the reaction yield, written as a fraction of the theoretical maximum amount of product (1.0 means a 100% yield; for example, 0.34 means a 34% yield). (1) The yield is 0.610. The reactants are N1[CH2:5][CH2:4][CH2:3][CH2:2]1.S([O-])([O-])(=O)=O.[Mg+2].[CH2:12]([O:19][C:20]1[CH:25]=[CH:24][C:23]([CH2:26][C:27]([CH3:29])=O)=[CH:22][C:21]=1[Br:30])[C:13]1[CH:18]=[CH:17][CH:16]=[CH:15][CH:14]=1. The catalyst is C(OCC)C. The product is [CH2:12]([O:19][C:20]1[CH:25]=[CH:24][C:23]([CH2:26][C:27]2[CH:5]=[C:4]3[C:2](=[CH:3][CH:4]=[CH:5][CH:2]=[CH:3]3)[CH:29]=2)=[CH:22][C:21]=1[Br:30])[C:13]1[CH:18]=[CH:17][CH:16]=[CH:15][CH:14]=1. (2) The reactants are [Cl:1][C:2]1[CH:7]=[CH:6][C:5]([NH:8][C:9]2[CH:10]=[C:11]([CH:25]([CH2:29][CH:30]([CH3:32])[CH3:31])[C:26]([OH:28])=[O:27])[CH:12]=[C:13]([C:15]3[CH:20]=[CH:19][C:18]([C:21]([F:24])([F:23])[F:22])=[CH:17][CH:16]=3)[CH:14]=2)=[CH:4][CH:3]=1.C([O-])(=O)C.[Na+].C1(C)C=CC=CC=1.[C:45](Cl)(=[O:50])[CH2:46][CH:47]([CH3:49])[CH3:48]. The catalyst is O. The product is [Cl:1][C:2]1[CH:3]=[CH:4][C:5]([N:8]([C:45](=[O:50])[CH2:46][CH:47]([CH3:49])[CH3:48])[C:9]2[CH:10]=[C:11]([CH:25]([CH2:29][CH:30]([CH3:32])[CH3:31])[C:26]([OH:28])=[O:27])[CH:12]=[C:13]([C:15]3[CH:16]=[CH:17][C:18]([C:21]([F:24])([F:22])[F:23])=[CH:19][CH:20]=3)[CH:14]=2)=[CH:6][CH:7]=1. The yield is 0.270.